Dataset: Cav3 T-type calcium channel HTS with 100,875 compounds. Task: Binary Classification. Given a drug SMILES string, predict its activity (active/inactive) in a high-throughput screening assay against a specified biological target. (1) The molecule is O=C(N1CCN(CC1)C(=O)c1occc1)c1[nH]c(c(c1C)C(=O)C)C. The result is 0 (inactive). (2) The molecule is s1c(c2nc(on2)CCC(=O)NCc2ccc(CC)cc2)ccc1. The result is 1 (active). (3) The drug is Brc1ccc(S(=O)(=O)NCCCC(=O)N2CC3C(O)(CCCC3)CC2)cc1. The result is 0 (inactive). (4) The result is 0 (inactive). The drug is O1C2(NC(=O)NC(C2)(C)C)CC(c2c1cc(O)cc2)c1ccc(OC)cc1. (5) The compound is O(c1c(OC)cc(cc1OC)C(=O)Nc1ccncc1)C. The result is 0 (inactive).